This data is from Forward reaction prediction with 1.9M reactions from USPTO patents (1976-2016). The task is: Predict the product of the given reaction. Given the reactants C(OC([N:8]1[CH2:12][CH2:11][CH2:10][C@H:9]1[C:13](=[O:18])[NH:14][CH:15]1[CH2:17][CH2:16]1)=O)(C)(C)C.[ClH:19], predict the reaction product. The product is: [ClH:19].[CH:15]1([NH:14][C:13]([C@@H:9]2[CH2:10][CH2:11][CH2:12][NH:8]2)=[O:18])[CH2:17][CH2:16]1.